Dataset: Forward reaction prediction with 1.9M reactions from USPTO patents (1976-2016). Task: Predict the product of the given reaction. Given the reactants [Cl:1][C:2]1[CH:3]=[C:4]([C:9]2[N:10]3[CH2:18][CH2:17][N:16]=[C:11]3[S:12][C:13]=2[CH:14]=[O:15])[CH:5]=[CH:6][C:7]=1[Cl:8].[CH:19]1([Mg]Br)[CH2:21][CH2:20]1, predict the reaction product. The product is: [CH:19]1([CH:14]([C:13]2[S:12][C:11]3=[N:16][CH2:17][CH2:18][N:10]3[C:9]=2[C:4]2[CH:5]=[CH:6][C:7]([Cl:8])=[C:2]([Cl:1])[CH:3]=2)[OH:15])[CH2:21][CH2:20]1.